From a dataset of Catalyst prediction with 721,799 reactions and 888 catalyst types from USPTO. Predict which catalyst facilitates the given reaction. (1) Reactant: [CH3:1][O:2][C:3](=[O:20])[C:4]1[CH:9]=[CH:8][CH:7]=[N:6][C:5]=1[S:10](=[O:19])(=[O:18])[NH:11][C:12]1[CH:17]=[CH:16][CH:15]=[CH:14][CH:13]=1.[C:21](=O)([O-])[O-].[K+].[K+].CBr. Product: [CH3:1][O:2][C:3](=[O:20])[C:4]1[CH:9]=[CH:8][CH:7]=[N:6][C:5]=1[S:10](=[O:19])(=[O:18])[N:11]([CH3:21])[C:12]1[CH:17]=[CH:16][CH:15]=[CH:14][CH:13]=1. The catalyst class is: 10. (2) Reactant: Cl.[CH:2]1([C:5]2[CH:10]=[C:9]([NH:11][C:12]3[CH:17]=[C:16]([C:18]#[N:19])[CH:15]=[CH:14][N:13]=3)[N:8]=[C:7]([C:20]3[CH:21]=[N:22][C:23]([N:26]4[CH2:31][CH2:30][NH:29][CH2:28][CH2:27]4)=[CH:24][CH:25]=3)[CH:6]=2)[CH2:4][CH2:3]1.C(N(CC)CC)C.Br[CH2:40][C:41]([O:43][C:44]([CH3:47])([CH3:46])[CH3:45])=[O:42].C(Cl)(Cl)Cl. Product: [C:18]([C:16]1[CH:15]=[CH:14][N:13]=[C:12]([NH:11][C:9]2[N:8]=[C:7]([C:20]3[CH:21]=[N:22][C:23]([N:26]4[CH2:31][CH2:30][N:29]([CH2:40][C:41]([O:43][C:44]([CH3:47])([CH3:46])[CH3:45])=[O:42])[CH2:28][CH2:27]4)=[CH:24][CH:25]=3)[CH:6]=[C:5]([CH:2]3[CH2:3][CH2:4]3)[CH:10]=2)[CH:17]=1)#[N:19]. The catalyst class is: 47. (3) Reactant: [C:1]([O:5][C:6]([NH:8][C@@H:9]([CH2:14][CH2:15][O:16][C@@H:17]([C@@H:26]([CH2:39][C:40]1[CH:45]=[CH:44][C:43]([F:46])=[CH:42][CH:41]=1)[C@@H:27]([O:29]CC1C=CC(OC)=CC=1)[CH3:28])[CH2:18][CH2:19][C:20]1[CH:25]=[CH:24][CH:23]=[CH:22][CH:21]=1)[C:10]([O:12][CH3:13])=[O:11])=[O:7])([CH3:4])([CH3:3])[CH3:2].ClC1C(=O)C(C#N)=C(C#N)C(=O)C=1Cl.[OH-].[Na+]. Product: [C:1]([O:5][C:6]([NH:8][C@@H:9]([CH2:14][CH2:15][O:16][C@@H:17]([C@@H:26]([CH2:39][C:40]1[CH:45]=[CH:44][C:43]([F:46])=[CH:42][CH:41]=1)[C@@H:27]([OH:29])[CH3:28])[CH2:18][CH2:19][C:20]1[CH:25]=[CH:24][CH:23]=[CH:22][CH:21]=1)[C:10]([O:12][CH3:13])=[O:11])=[O:7])([CH3:2])([CH3:3])[CH3:4]. The catalyst class is: 34. (4) Reactant: [Cl:1][C:2]1[C:3]2[S:20][C:19](=O)[NH:18][C:4]=2[N:5]=[C:6]([S:8][CH2:9][C:10]2[CH:15]=[CH:14][CH:13]=[C:12]([F:16])[C:11]=2[F:17])[N:7]=1.C1(C)C=CC(S(O)(=O)=O)=CC=1.[O:33]1[CH:38]=[CH:37][CH2:36][CH2:35][CH2:34]1.C(=O)(O)[O-].[Na+]. Product: [Cl:1][C:2]1[C:3]2[S:20][CH2:19][N:18]([CH:34]3[CH2:35][CH2:36][CH2:37][CH2:38][O:33]3)[C:4]=2[N:5]=[C:6]([S:8][CH2:9][C:10]2[CH:15]=[CH:14][CH:13]=[C:12]([F:16])[C:11]=2[F:17])[N:7]=1. The catalyst class is: 11. (5) Reactant: C([N:8]1[CH2:13][CH2:12][N:11](CC2C=CC=CC=2)[CH2:10][C@@H:9]1[CH2:21][CH2:22][C:23]1[CH:28]=[CH:27][CH:26]=[CH:25][CH:24]=1)C1C=CC=CC=1.C([O-])=O.[NH4+]. Product: [CH2:21]([C@H:9]1[CH2:10][NH:11][CH2:12][CH2:13][NH:8]1)[CH2:22][C:23]1[CH:24]=[CH:25][CH:26]=[CH:27][CH:28]=1. The catalyst class is: 63. (6) Reactant: C(N(CC)CC)C.[CH3:8][C:9]1[CH:14]=[CH:13][C:12]([S:15](Cl)(=[O:17])=[O:16])=[CH:11][CH:10]=1.[CH2:19]([O:26][N:27]1[C:36]2[C:31](=[CH:32][C:33]([Br:37])=[CH:34][N:35]=2)[C:30]([OH:38])=[C:29]([C:39]([NH:41][CH2:42][C:43]2[CH:48]=[CH:47][C:46]([F:49])=[CH:45][C:44]=2[F:50])=[O:40])[C:28]1=[O:51])[C:20]1[CH:25]=[CH:24][CH:23]=[CH:22][CH:21]=1. Product: [CH3:8][C:9]1[CH:14]=[CH:13][C:12]([S:15]([O:38][C:30]2[C:31]3[C:36](=[N:35][CH:34]=[C:33]([Br:37])[CH:32]=3)[N:27]([O:26][CH2:19][C:20]3[CH:25]=[CH:24][CH:23]=[CH:22][CH:21]=3)[C:28](=[O:51])[C:29]=2[C:39](=[O:40])[NH:41][CH2:42][C:43]2[CH:48]=[CH:47][C:46]([F:49])=[CH:45][C:44]=2[F:50])(=[O:17])=[O:16])=[CH:11][CH:10]=1. The catalyst class is: 496.